This data is from Reaction yield outcomes from USPTO patents with 853,638 reactions. The task is: Predict the reaction yield, written as a fraction of the theoretical maximum amount of product (1.0 means a 100% yield; for example, 0.34 means a 34% yield). (1) The reactants are [Br:1][C:2]1[N:7]=[C:6]([NH:8]C(=O)C)[CH:5]=[CH:4][CH:3]=1.[N+:12]([O-])([OH:14])=[O:13]. The catalyst is OS(O)(=O)=O. The product is [Br:1][C:2]1[N:7]=[C:6]([NH2:8])[CH:5]=[CH:4][C:3]=1[N+:12]([O-:14])=[O:13]. The yield is 0.820. (2) The product is [CH2:9]([O:8][C:6](=[O:7])[C:5](=[C:29]1[CH2:30][CH2:31][N:26]([C:19]([O:21][C:22]([CH3:25])([CH3:24])[CH3:23])=[O:20])[CH2:27][CH2:28]1)[CH2:4][CH3:3])[CH3:10]. The reactants are [H-].[Na+].[CH3:3][CH2:4][CH:5](P(OCC)(OCC)=O)[C:6]([O:8][CH2:9][CH3:10])=[O:7].[C:19]([N:26]1[CH2:31][CH2:30][C:29](=O)[CH2:28][CH2:27]1)([O:21][C:22]([CH3:25])([CH3:24])[CH3:23])=[O:20]. The catalyst is C1COCC1. The yield is 1.00. (3) The product is [C:5]([C:20]([NH:7][C:8]1[CH:9]=[CH:10][C:11]([CH2:14][CH2:15][CH2:16][C:17]#[N:18])=[N:12][CH:13]=1)([CH3:22])[CH3:19])#[N:6]. The yield is 0.980. The reactants are [Si]([C:5]#[N:6])(C)(C)C.[NH2:7][C:8]1[CH:9]=[CH:10][C:11]([CH2:14][CH2:15][CH2:16][C:17]#[N:18])=[N:12][CH:13]=1.[CH3:19][C:20]([CH3:22])=O. The catalyst is [Cl-].[Cl-].[Zn+2].